The task is: Predict which catalyst facilitates the given reaction.. This data is from Catalyst prediction with 721,799 reactions and 888 catalyst types from USPTO. (1) Reactant: [ClH:1].[C:2]1([CH2:12][CH2:13][C:14]2[N:15]=[C:16]([CH:19]3[CH2:24][CH2:23][N:22](C(OC(C)(C)C)=O)[CH2:21][CH2:20]3)[S:17][CH:18]=2)[C:11]2[C:6](=[CH:7][CH:8]=[CH:9][CH:10]=2)[CH:5]=[CH:4][CH:3]=1. Product: [ClH:1].[C:2]1([CH2:12][CH2:13][C:14]2[N:15]=[C:16]([CH:19]3[CH2:24][CH2:23][NH:22][CH2:21][CH2:20]3)[S:17][CH:18]=2)[C:11]2[C:6](=[CH:7][CH:8]=[CH:9][CH:10]=2)[CH:5]=[CH:4][CH:3]=1. The catalyst class is: 27. (2) Product: [C:20]([CH:7]1[C:2](=[O:1])[CH2:3][CH2:4][N:5]([C:8]([O:10][C:11]([CH3:14])([CH3:13])[CH3:12])=[O:9])[CH2:6]1)(=[O:22])[CH3:21]. Reactant: [O:1]=[C:2]1[CH2:7][CH2:6][N:5]([C:8]([O:10][C:11]([CH3:14])([CH3:13])[CH3:12])=[O:9])[CH2:4][CH2:3]1.N1CCCC1.[C:20](OC(=O)C)(=[O:22])[CH3:21].O. The catalyst class is: 11. (3) Reactant: [O:1]=[C:2]1[NH:6][NH:5][CH:4]=[C:3]1[C:7]1[CH:16]=[CH:15][C:10]([C:11]([O:13][CH3:14])=[O:12])=[CH:9][CH:8]=1.Br[CH2:18][CH2:19][CH2:20]Br.C(=O)([O-])[O-].[Cs+].[Cs+]. Product: [N:5]1[N:6]2[C:2]([O:1][CH2:18][CH2:19][CH2:20]2)=[C:3]([C:7]2[CH:8]=[CH:9][C:10]([C:11]([O:13][CH3:14])=[O:12])=[CH:15][CH:16]=2)[CH:4]=1. The catalyst class is: 3.